This data is from Ames mutagenicity test results for genotoxicity prediction. The task is: Regression/Classification. Given a drug SMILES string, predict its toxicity properties. Task type varies by dataset: regression for continuous values (e.g., LD50, hERG inhibition percentage) or binary classification for toxic/non-toxic outcomes (e.g., AMES mutagenicity, cardiotoxicity, hepatotoxicity). Dataset: ames. The molecule is Cc1nc2ccc3c(nc(N)n3C)c2nc1C. The result is 1 (mutagenic).